Dataset: Reaction yield outcomes from USPTO patents with 853,638 reactions. Task: Predict the reaction yield, written as a fraction of the theoretical maximum amount of product (1.0 means a 100% yield; for example, 0.34 means a 34% yield). (1) The reactants are C([O:8][C:9]1[N:24]=[C:23]([C:25]2[CH:33]=[C:32]3[C:28]([C:29]4[CH2:37][CH2:36][N:35]([CH3:38])[CH2:34][C:30]=4[NH:31]3)=[CH:27][CH:26]=2)[C:22]([CH2:39][CH3:40])=[C:21]([O:41]CC2C=CC=CC=2)[C:10]=1[C:11]([O:13]CC1C=CC=CC=1)=[O:12])C1C=CC=CC=1.C(Cl)Cl.[SiH](C(C)C)(C(C)C)C(C)C. The catalyst is C(O)(C(F)(F)F)=O. The product is [CH2:39]([C:22]1[C:21]([OH:41])=[C:10]([C:11]([OH:13])=[O:12])[C:9](=[O:8])[NH:24][C:23]=1[C:25]1[CH:33]=[C:32]2[C:28]([C:29]3[CH2:37][CH2:36][N:35]([CH3:38])[CH2:34][C:30]=3[NH:31]2)=[CH:27][CH:26]=1)[CH3:40]. The yield is 1.00. (2) The reactants are [NH2:1][C:2]1[CH:3]=[C:4]2[C:9](=[C:10]([Cl:12])[CH:11]=1)[N:8]=[CH:7][C:6]([C:13]#[N:14])=[C:5]2[NH:15][C:16]1[CH:21]=[CH:20][C:19]([F:22])=[C:18]([Cl:23])[CH:17]=1.[CH3:24][N:25]1[CH:29]=[C:28]([CH:30]=O)[N:27]=[N:26]1.[BH3-]C#N.[Na+]. The catalyst is CCO. The product is [Cl:12][C:10]1[CH:11]=[C:2]([NH:1][CH2:30][C:28]2[N:27]=[N:26][N:25]([CH3:24])[CH:29]=2)[CH:3]=[C:4]2[C:9]=1[N:8]=[CH:7][C:6]([C:13]#[N:14])=[C:5]2[NH:15][C:16]1[CH:21]=[CH:20][C:19]([F:22])=[C:18]([Cl:23])[CH:17]=1. The yield is 0.180.